This data is from Forward reaction prediction with 1.9M reactions from USPTO patents (1976-2016). The task is: Predict the product of the given reaction. (1) Given the reactants [CH3:1][C:2]1[CH:7]=[CH:6][C:5]([C:8]2[N:12]=[C:11]([CH2:13][O:14][CH2:15][C:16]([F:19])([F:18])[F:17])[O:10][N:9]=2)=[CH:4][C:3]=1[N+:20]([O-])=O.[Cl-].[NH4+], predict the reaction product. The product is: [CH3:1][C:2]1[CH:7]=[CH:6][C:5]([C:8]2[N:12]=[C:11]([CH2:13][O:14][CH2:15][C:16]([F:19])([F:17])[F:18])[O:10][N:9]=2)=[CH:4][C:3]=1[NH2:20]. (2) Given the reactants Cl[C:2]1[CH:11]=[N:10][C:9]2[C:4](=[CH:5][C:6]([O:12][CH3:13])=[CH:7][CH:8]=2)[N:3]=1.Br[CH2:15][CH2:16][OH:17].C(O[C:23](=[O:31])[NH:24][CH2:25][CH:26]1[CH2:30][CH2:29][NH:28][CH2:27]1)(C)(C)C.[S:32]1[CH:36]=[CH:35][CH:34]=[C:33]1[C:37]1[O:41][N:40]=[C:39](C(O)=O)[CH:38]=1, predict the reaction product. The product is: [CH3:13][O:12][C:6]1[CH:5]=[C:4]2[C:9]([N:10]=[CH:11][C:2]([O:17][CH2:16][CH2:15][N:28]3[CH2:29][CH2:30][CH:26]([CH2:25][NH:24][C:23]([C:39]4[CH:38]=[C:37]([C:33]5[S:32][CH:36]=[CH:35][CH:34]=5)[O:41][N:40]=4)=[O:31])[CH2:27]3)=[N:3]2)=[CH:8][CH:7]=1. (3) Given the reactants [F:1][C:2]1[CH:3]=[C:4]([CH:14]=[CH:15][CH:16]=1)[CH2:5][N:6]1[CH2:11][CH2:10][O:9][CH:8]([CH2:12][NH2:13])[CH2:7]1.[CH3:17][S:18]([NH:21][C:22]1[CH:27]=[CH:26][C:25]([CH2:28][C:29](O)=[O:30])=[CH:24][CH:23]=1)(=[O:20])=[O:19].ON1C2C=CC=CC=2N=N1.C(N(CC)C(C)C)(C)C.Cl.CN(C)CCCN=C=NCC, predict the reaction product. The product is: [F:1][C:2]1[CH:3]=[C:4]([CH:14]=[CH:15][CH:16]=1)[CH2:5][N:6]1[CH2:11][CH2:10][O:9][CH:8]([CH2:12][NH:13][C:29](=[O:30])[CH2:28][C:25]2[CH:24]=[CH:23][C:22]([NH:21][S:18]([CH3:17])(=[O:19])=[O:20])=[CH:27][CH:26]=2)[CH2:7]1. (4) Given the reactants Cl[C:2]1[CH:11]=[C:10]([N:12]([CH3:14])[CH3:13])[C:9]2[C:4](=[CH:5][CH:6]=[CH:7][CH:8]=2)[N:3]=1.[CH2:15]([O:22][C:23](=[O:33])[NH:24][CH2:25][C@H:26]1[CH2:31][CH2:30][C@@H:29]([NH2:32])[CH2:28][CH2:27]1)[C:16]1[CH:21]=[CH:20][CH:19]=[CH:18][CH:17]=1.C([O-])(O)=O.[Na+], predict the reaction product. The product is: [CH2:15]([O:22][C:23](=[O:33])[NH:24][CH2:25][C@H:26]1[CH2:31][CH2:30][C@@H:29]([NH:32][C:2]2[CH:11]=[C:10]([N:12]([CH3:14])[CH3:13])[C:9]3[C:4](=[CH:5][CH:6]=[CH:7][CH:8]=3)[N:3]=2)[CH2:28][CH2:27]1)[C:16]1[CH:17]=[CH:18][CH:19]=[CH:20][CH:21]=1.